Dataset: Full USPTO retrosynthesis dataset with 1.9M reactions from patents (1976-2016). Task: Predict the reactants needed to synthesize the given product. (1) Given the product [CH2:12]([N:14]([CH2:19][CH3:20])[CH2:15][CH2:16][CH2:17][O:18][C:7]1[CH:6]=[CH:5][C:4]([N+:9]([O-:11])=[O:10])=[CH:3][C:2]=1[F:1])[CH3:13], predict the reactants needed to synthesize it. The reactants are: [F:1][C:2]1[CH:3]=[C:4]([N+:9]([O-:11])=[O:10])[CH:5]=[CH:6][C:7]=1F.[CH2:12]([N:14]([CH2:19][CH3:20])[CH2:15][CH2:16][CH2:17][OH:18])[CH3:13]. (2) Given the product [Br:1][C:2]1[C:10]([Cl:11])=[CH:9][C:5]([C:6]([NH2:17])=[O:7])=[C:4]([N+:12]([O-:14])=[O:13])[CH:3]=1, predict the reactants needed to synthesize it. The reactants are: [Br:1][C:2]1[C:10]([Cl:11])=[CH:9][C:5]([C:6](O)=[O:7])=[C:4]([N+:12]([O-:14])=[O:13])[CH:3]=1.CC[N:17](CC)CC.ClC(OCC)=O.N.O. (3) Given the product [N:1]1([CH2:10][C:11]([NH:34][C:32]2[O:31][N:30]=[C:29]([C:25]3[CH:24]=[C:23]([CH3:35])[CH:28]=[CH:27][CH:26]=3)[CH:33]=2)=[O:13])[C:5]2[CH:6]=[CH:7][CH:8]=[CH:9][C:4]=2[N:3]=[CH:2]1, predict the reactants needed to synthesize it. The reactants are: [N:1]1([CH2:10][C:11]([OH:13])=O)[C:5]2[CH:6]=[CH:7][CH:8]=[CH:9][C:4]=2[N:3]=[CH:2]1.C(N(C(C)C)CC)(C)C.[C:23]1([CH3:35])[CH:28]=[CH:27][CH:26]=[C:25]([C:29]2[CH:33]=[C:32]([NH2:34])[O:31][N:30]=2)[CH:24]=1.F[P-](F)(F)(F)(F)F.Br[P+](N1CCCC1)(N1CCCC1)N1CCCC1.C(=O)([O-])[O-].[Na+].[Na+]. (4) Given the product [NH2:20][C:13](=[O:14])[CH:12]([CH3:16])[O:11][C:3]1[C:2]([Br:1])=[CH:6][S:5][C:4]=1[C:7]([O:9][CH3:10])=[O:8], predict the reactants needed to synthesize it. The reactants are: [Br:1][C:2]1[C:3]([O:11][CH:12]([CH3:16])[C:13](O)=[O:14])=[C:4]([C:7]([O:9][CH3:10])=[O:8])[S:5][CH:6]=1.Cl.C([N:20]=C=NCCCN(C)C)C.CN(C=O)C. (5) Given the product [O:16]=[C:9]1[N:8]([CH2:7][CH2:6][CH2:5][CH:4]=[O:3])[CH2:15][CH2:14][CH2:13][CH2:12][CH2:11][O:10]1, predict the reactants needed to synthesize it. The reactants are: C([O:3][CH:4](OCC)[CH2:5][CH2:6][CH2:7][N:8]1[CH2:15][CH2:14][CH2:13][CH2:12][CH2:11][O:10][C:9]1=[O:16])C. (6) Given the product [Cl:8][C:4]1[CH:5]=[CH:6][CH:7]=[C:2]([Cl:1])[C:3]=1[C:9]1[C:13]([CH2:14][O:15][C:16]2[CH:21]=[CH:20][C:19]([C:22]3[CH:23]=[C:24]4[C:29](=[CH:30][CH:31]=3)[N:28]=[C:27]([C:32]([OH:34])=[O:33])[CH:26]=[CH:25]4)=[CH:18][CH:17]=2)=[C:12]([C@H:36]([CH3:39])[CH2:37][CH3:38])[O:11][N:10]=1, predict the reactants needed to synthesize it. The reactants are: [Cl:1][C:2]1[CH:7]=[CH:6][CH:5]=[C:4]([Cl:8])[C:3]=1[C:9]1[C:13]([CH2:14][O:15][C:16]2[CH:21]=[CH:20][C:19]([C:22]3[CH:23]=[C:24]4[C:29](=[CH:30][CH:31]=3)[N:28]=[C:27]([C:32]([O:34]C)=[O:33])[CH:26]=[CH:25]4)=[CH:18][CH:17]=2)=[C:12]([C@H:36]([CH3:39])[CH2:37][CH3:38])[O:11][N:10]=1.O1CCCC1.[OH-].[Na+].Cl. (7) Given the product [F:15][C:3]1([F:14])[O:4][C:5]2[CH:11]=[CH:10][C:19]([C:18]([OH:21])=[O:20])=[CH:8][C:6]=2[O:7][C:2]1([F:1])[F:16], predict the reactants needed to synthesize it. The reactants are: [F:1][C:2]1([F:16])[O:7][C:6]2[CH:8]=C[C:10](C#N)=[CH:11][C:5]=2[O:4][C:3]1([F:15])[F:14].Cl.[C:18]([OH:21])(=[O:20])[CH3:19]. (8) Given the product [CH3:19][O:20][C:21](=[O:30])[CH2:22][CH2:23][CH2:24][CH2:25][C:26](=[O:29])[CH:27]1[O:2][CH2:28]1, predict the reactants needed to synthesize it. The reactants are: C([O-])([O-])=[O:2].C([O-])([O-])=O.OO.OO.OO.[Na+].[Na+].[Na+].[Na+].[CH3:19][O:20][C:21](=[O:30])[CH2:22][CH2:23][CH2:24][CH2:25][C:26](=[O:29])[CH:27]=[CH2:28].O. (9) Given the product [CH2:31]([N:1]([CH2:27][CH3:28])[C:2]1[CH:26]=[CH:25][C:5]([O:6][C:7]2[CH:8]=[C:9]3[C:14](=[N:15][CH:16]=2)[N:13]([OH:17])[C:12](=[O:18])[C:11]([C:19]([O:21][CH2:22][CH3:23])=[O:20])=[C:10]3[OH:24])=[CH:4][CH:3]=1)[CH3:32], predict the reactants needed to synthesize it. The reactants are: [NH2:1][C:2]1[CH:26]=[CH:25][C:5]([O:6][C:7]2[CH:8]=[C:9]3[C:14](=[N:15][CH:16]=2)[N:13]([OH:17])[C:12](=[O:18])[C:11]([C:19]([O:21][CH2:22][CH3:23])=[O:20])=[C:10]3[OH:24])=[CH:4][CH:3]=1.[CH3:27][C:28](O)=O.[CH:31](=O)[CH3:32].C([BH3-])#N.[Na+].